This data is from Experimentally validated miRNA-target interactions with 360,000+ pairs, plus equal number of negative samples. The task is: Binary Classification. Given a miRNA mature sequence and a target amino acid sequence, predict their likelihood of interaction. (1) The miRNA is hsa-miR-1277-5p with sequence AAAUAUAUAUAUAUAUGUACGUAU. The protein sequence of the target gene is MVTNKMTAAFRNPSGKQVATDKVAEKLSSTLSWVKNTVSHTVSQMASQVASPSTSLHTTSSSTTLSTPALSPSSPSQLSPDDLELLAKLEEQNRLLETDSKSLRSVNGSRRNSGSSLVSSSSASSNLSHLEEDSWILWGRIVNEWEDVRKKKEKQVKELVHKGIPHHFRAIVWQLLCSAQSMPIKDQYSELLKMTSPCEKLIRRDIARTYPEHNFFKEKDSLGQEVLFNVMKAYSLVDREVGYCQGSAFIVGLLLMQMPEEEAFCVFVKLMQDYRLRELFKPSMAELGLCMYQFECMIQE.... Result: 1 (interaction). (2) The miRNA is hsa-miR-197-5p with sequence CGGGUAGAGAGGGCAGUGGGAGG. The protein sequence of the target gene is MPAPRAPRALAAAAPASGKAKLTHPGKAILAGGLAGGIEICITFPTEYVKTQLQLDERSHPPRYRGIGDCVRQTVRSHGVLGLYRGLSSLLYGSIPKAAVRFGMFEFLSNHMRDAQGRLDSTRGLLCGLGAGVAEAVVVVCPMETIKVKFIHDQTSPNPKYRGFFHGVREIVREQGLKGTYQGLTATVLKQGSNQAIRFFVMTSLRNWYRGDNPNKPMNPLITGVFGAIAGAASVFGNTPLDVIKTRMQGLEAHKYRNTWDCGLQILKKEGLKAFYKGTVPRLGRVCLDVAIVFVIYDEV.... Result: 0 (no interaction). (3) The miRNA is hsa-miR-6720-5p with sequence UUCCAGCCCUGGUAGGCGCCGCG. The protein sequence of the target gene is MHPALGHPRALSSAPASFPPPPAAARLQPLFLRGGSSRGRRGSGDSSTSTSTSRGGCGGRRGGGGGSPSSSTGAEREDDDESISISKPLVPAAAALPGPPAQGGVPVSATAPAAASSTSTPTSSCSMTAADFGAGAAAGTVGGPGSRSAVGAGGTGTGGAASCCSCCCCCCGRPTRSGRRGRRRGCSPSPGCRWGYQALSVVLLLAQGGLLDLYLIAVTDLYWCSWIATDLVVVVGWAIFFAKNSRGRRGGPANSMHNHHQLHHHSAPPLHLSAAASAGAGAKARGGRGGSGGSGAGPGT.... Result: 0 (no interaction). (4) The miRNA is mmu-miR-7018-3p with sequence UCACCCUGCUGCCGGCUUGCAG. The protein sequence of the target gene is MAPITTSRVEFDEIPTVVGIFSAFGLVFTVSLFAWICCQRRSAKSNKTPPYKFVHVLKGVDIYPENLSSKKKFGGDDKSEAKRKAALPNLSLHLDLEKRDLNGNFPKTNPKAGSSSDLENVTPKLFPETEKEAVSPESLKSSTSLTSEEKQEKLGTLFLSLEYNFEKKAFVVNIKEAQGLPAMDEQSMTSDPYIKMTILPEKKHKVKTRVLRKTLDPVFDETFTFYGVPYPHIQELSLHFTVLSFDRFSRDDVIGEVLVPLSGIELSDGKMLMTREIIKRNAKKSSGRGELLVSLCYQST.... Result: 0 (no interaction). (5) The miRNA is mmu-miR-574-5p with sequence UGAGUGUGUGUGUGUGAGUGUGU. The protein sequence of the target gene is MADGELNVDSLITRLLEVRGCRPGKIVQMTEAEVRGLCIKSREIFLSQPILLELEAPLKICGDIHGQYTDLLRLFEYGGFPPEANYLFLGDYVDRGKQSLETICLLLAYKIKYPENFFLLRGNHECASINRIYGFYDECKRRFNIKLWKTFTDCFNCLPIAAIVDEKIFCCHGGLSPDLQSMEQIRRIMRPTDVPDTGLLCDLLWSDPDKDVQGWGENDRGVSFTFGADVVSKFLNRHDLDLICRAHQVVEDGYEFFAKRQLVTLFSAPNYCGEFDNAGGMMSVDETLMCSFQILKPSEK.... Result: 1 (interaction). (6) The miRNA is hsa-miR-21-5p with sequence UAGCUUAUCAGACUGAUGUUGA. The protein sequence of the target gene is MDAGVTESGLNVTLTIRLLMHGKEVGSIIGKKGESVKRIREESGARINISEGNCPERIITLTGPTNAIFKAFAMIIDKLEEDINSSMTNSTAASRPPVTLRLVVPATQCGSLIGKGGCKIKEIRESTGAQVQVAGDMLPNSTERAITIAGVPQSVTECVKQICLVMLETLSQSPQGRVMTIPYQPMPASSPVICAGGQDRCSDAAGYPHATHDLEGPPLDAYSIQGQHTISPLDLAKLNQVARQQSHFAMMHGGTGFAGIDSSSPEVKGYWASLDASTQTTHELTIPNNLIGCIIGRQGA.... Result: 1 (interaction). (7) The miRNA is hsa-miR-1273h-3p with sequence CUGCAGACUCGACCUCCCAGGC. The protein sequence of the target gene is MTMDGDSSTTDASQLGISADYIGGSHYVIQPHDDTEDSMNDHEDTNGSKESFREQDIYLPIANVARIMKNAIPQTGKIAKDAKECVQECVSEFISFITSEASERCHQEKRKTINGEDILFAMSTLGFDSYVEPLKLYLQKFREAMKGEKGIGGAVTATDGLSEELTEEAFTNQLPAGLITTDGQQQNVMVYTTSYQQISGVQQIQFS. Result: 1 (interaction). (8) The miRNA is hsa-miR-607 with sequence GUUCAAAUCCAGAUCUAUAAC. The protein sequence of the target gene is MSHLSQQRIYSGENPFACKVCGKVFSHKSNLTEHEHFHTREKPFECNECGKAFSQKQYVIKHQNTHTGEKLFECNECGKSFSQKENLLTHQKIHTGEKPFECKDCGKAFIQKSNLIRHQRTHTGEKPFVCKECGKTFSGKSNLTEHEKIHIGEKPFKCSECGTAFGQKKYLIKHQNIHTGEKPYECNECGKAFSQRTSLIVHVRIHSGDKPYECNVCGKAFSQSSSLTVHVRSHTGEKPYGCNECGKAFSQFSTLALHLRIHTGKKPYQCSECGKAFSQKSHHIRHQKIHTH. Result: 1 (interaction). (9) The miRNA is hsa-miR-3160-5p with sequence GGCUUUCUAGUCUCAGCUCUCC. The protein sequence of the target gene is MANMQGLVERLERAVSRLESLSAESHRPPGNCGEVNGVIAGVAPSVEAFDKLMDSMVAEFLKNSRILAGDVETHAEMVHSAFQAQRAFLLMASQYQQPHENDVAALLKPISEKIQEIQTFRERNRGSNMFNHLSAVSESIPALGWIAVSPKPGPYVKEMNDAATFYTNRVLKDYKHSDLRHVDWVKSYLNIWSELQAYIKEHHTTGLTWSKTGPVASTVSAFSVLSSGPGLPPPPPPLPPPGPPPLFENEGKKEESSPSRSALFAQLNQGEAITKGLRHVTDDQKTYKNPSLRAQGGQTQ.... Result: 0 (no interaction).